Dataset: Forward reaction prediction with 1.9M reactions from USPTO patents (1976-2016). Task: Predict the product of the given reaction. (1) Given the reactants Cl.[Br:2][C:3]1[CH:8]=[CH:7][C:6]([NH:9][NH2:10])=[C:5]([Cl:11])[CH:4]=1.[CH2:12]1[CH:19]2[NH:20][CH:14]([CH2:15][C:16]([CH2:18]2)=O)[CH2:13]1.Cl.Cl.C(=O)([O-])[O-].[K+].[K+].[C:29]([O:33][C:34](O[C:34]([O:33][C:29]([CH3:32])([CH3:31])[CH3:30])=[O:35])=[O:35])([CH3:32])([CH3:31])[CH3:30], predict the reaction product. The product is: [Br:2][C:3]1[CH:8]=[CH:7][C:6]([NH:9][N:10]=[C:16]2[CH2:18][CH:19]3[N:20]([C:34]([O:33][C:29]([CH3:32])([CH3:31])[CH3:30])=[O:35])[CH:14]([CH2:13][CH2:12]3)[CH2:15]2)=[C:5]([Cl:11])[CH:4]=1. (2) The product is: [CH2:1]([O:3][C:4]([N:6]1[CH2:11][CH2:10][C@H:9]([C:13]2[CH:14]=[C:15]([C:19]3[CH:20]=[CH:21][CH:22]=[CH:23][CH:24]=3)[CH:16]=[CH:17][CH:18]=2)[C@@H:8]([OH:25])[CH2:7]1)=[O:5])[CH3:2]. Given the reactants [CH2:1]([O:3][C:4]([N:6]1[CH2:11][CH2:10][C@@:9]([C:13]2[CH:14]=[C:15]([C:19]3[CH:24]=[CH:23][CH:22]=[CH:21][CH:20]=3)[CH:16]=[CH:17][CH:18]=2)(O)[C@@H:8]([OH:25])[CH2:7]1)=[O:5])[CH3:2], predict the reaction product.